Task: Predict the reactants needed to synthesize the given product.. Dataset: Full USPTO retrosynthesis dataset with 1.9M reactions from patents (1976-2016) (1) The reactants are: C1CCN(C(N=NC(N2CCCCC2)=O)=O)CC1.[CH2:19]([O:26][C:27]1[CH:28]=[CH:29][C:30]([O:39][CH:40]([CH3:44])[CH2:41][O:42][CH3:43])=[C:31]([C:33]2[NH:37][N:36]=[C:35]([OH:38])[CH:34]=2)[CH:32]=1)[C:20]1[CH:25]=[CH:24][CH:23]=[CH:22][CH:21]=1.[CH3:45][C:46]1[N:47]=[CH:48][S:49][C:50]=1[CH2:51][CH2:52]O.C(P(CCCC)CCCC)CCC. Given the product [CH2:19]([O:26][C:27]1[CH:28]=[CH:29][C:30]([O:39][CH:40]([CH3:44])[CH2:41][O:42][CH3:43])=[C:31]([C:33]2[NH:37][N:36]=[C:35]([O:38][CH2:52][CH2:51][C:50]3[S:49][CH:48]=[N:47][C:46]=3[CH3:45])[CH:34]=2)[CH:32]=1)[C:20]1[CH:21]=[CH:22][CH:23]=[CH:24][CH:25]=1, predict the reactants needed to synthesize it. (2) Given the product [C:29]([O:22][CH2:21][C:3]1[C:4]([N:8]2[C:12](=[O:13])[C:11]3[S:14][C:15]([C:17]([CH3:19])([CH3:18])[CH3:20])=[CH:16][C:10]=3[CH2:9]2)=[CH:5][CH:6]=[CH:7][C:2]=1[Br:1])(=[O:31])[CH3:30], predict the reactants needed to synthesize it. The reactants are: [Br:1][C:2]1[C:3]([CH2:21][OH:22])=[C:4]([N:8]2[C:12](=[O:13])[C:11]3[S:14][C:15]([C:17]([CH3:20])([CH3:19])[CH3:18])=[CH:16][C:10]=3[CH2:9]2)[CH:5]=[CH:6][CH:7]=1.N1C=CC=CC=1.[C:29](Cl)(=[O:31])[CH3:30].